From a dataset of Catalyst prediction with 721,799 reactions and 888 catalyst types from USPTO. Predict which catalyst facilitates the given reaction. Reactant: [C:1]([C:5]1[CH:10]=[CH:9][C:8]([C:11]2[O:15][C:14]([C:16]3[CH:21]=[CH:20][C:19]([C:22]4[O:26][C:25]([C:27]5[CH:28]=[C:29]([CH:34]=[CH:35][CH:36]=5)[C:30]([O:32]C)=[O:31])=[N:24][N:23]=4)=[CH:18][CH:17]=3)=[N:13][N:12]=2)=[CH:7][CH:6]=1)([CH3:4])([CH3:3])[CH3:2].C1COCC1.[OH-].[Na+].Cl. Product: [C:1]([C:5]1[CH:6]=[CH:7][C:8]([C:11]2[O:15][C:14]([C:16]3[CH:17]=[CH:18][C:19]([C:22]4[O:26][C:25]([C:27]5[CH:28]=[C:29]([CH:34]=[CH:35][CH:36]=5)[C:30]([OH:32])=[O:31])=[N:24][N:23]=4)=[CH:20][CH:21]=3)=[N:13][N:12]=2)=[CH:9][CH:10]=1)([CH3:4])([CH3:2])[CH3:3]. The catalyst class is: 8.